This data is from Peptide-MHC class I binding affinity with 185,985 pairs from IEDB/IMGT. The task is: Regression. Given a peptide amino acid sequence and an MHC pseudo amino acid sequence, predict their binding affinity value. This is MHC class I binding data. (1) The peptide sequence is PLILAYFPVFRFL. The MHC is HLA-A68:01 with pseudo-sequence HLA-A68:01. The binding affinity (normalized) is 0. (2) The binding affinity (normalized) is 0.0831. The peptide sequence is HYDQKLGSY. The MHC is HLA-A29:02 with pseudo-sequence HLA-A29:02. (3) The peptide sequence is TEDDWITYI. The MHC is HLA-A25:01 with pseudo-sequence HLA-A25:01. The binding affinity (normalized) is 0.0847. (4) The peptide sequence is MMWEINGPK. The MHC is HLA-A24:03 with pseudo-sequence HLA-A24:03. The binding affinity (normalized) is 0.0847. (5) The peptide sequence is FGAQMGWPV. The MHC is HLA-A26:01 with pseudo-sequence HLA-A26:01. The binding affinity (normalized) is 0.0847. (6) The peptide sequence is LLTACTIFY. The MHC is HLA-B54:01 with pseudo-sequence HLA-B54:01. The binding affinity (normalized) is 0.0166. (7) The MHC is HLA-B54:01 with pseudo-sequence HLA-B54:01. The peptide sequence is QPQLPYPQPQL. The binding affinity (normalized) is 0.